Dataset: Full USPTO retrosynthesis dataset with 1.9M reactions from patents (1976-2016). Task: Predict the reactants needed to synthesize the given product. (1) Given the product [CH2:1]([N:8]1[C:12]2[CH:13]=[C:14]([F:17])[CH:15]=[CH:16][C:11]=2[N:10]=[C:9]1[C@@H:18]([NH:20][C:22]1[N:30]=[CH:29][N:28]=[C:27]2[C:23]=1[N:24]=[CH:25][NH:26]2)[CH3:19])[C:2]1[CH:3]=[CH:4][CH:5]=[CH:6][CH:7]=1, predict the reactants needed to synthesize it. The reactants are: [CH2:1]([N:8]1[C:12]2[CH:13]=[C:14]([F:17])[CH:15]=[CH:16][C:11]=2[N:10]=[C:9]1[C@@H:18]([NH2:20])[CH3:19])[C:2]1[CH:7]=[CH:6][CH:5]=[CH:4][CH:3]=1.Cl[C:22]1[N:30]=[CH:29][N:28]=[C:27]2[C:23]=1[N:24]=[CH:25][N:26]2C1CCCCO1.CCN(C(C)C)C(C)C. (2) Given the product [O:18]=[S:17]1(=[O:19])[C:16]2[CH:20]=[CH:21][CH:22]=[CH:23][C:15]=2[S:14](=[O:25])(=[O:24])[N:13]1[C:10]1[CH:11]=[CH:12][C:7]([C:6]([OH:26])=[O:5])=[CH:8][CH:9]=1, predict the reactants needed to synthesize it. The reactants are: C([O:5][C:6](=[O:26])[C:7]1[CH:12]=[CH:11][C:10]([N:13]2[S:17](=[O:19])(=[O:18])[C:16]3[CH:20]=[CH:21][CH:22]=[CH:23][C:15]=3[S:14]2(=[O:25])=[O:24])=[CH:9][CH:8]=1)(C)(C)C.FC(F)(F)C(O)=O. (3) Given the product [NH2:18][C:15]1[C:14]2[C:9]([O:8][CH2:1][C:2]3[CH:3]=[CH:4][CH:5]=[CH:6][CH:7]=3)=[N:10][CH:11]=[CH:12][C:13]=2[N:17]([C:22]2([CH2:21][C:19]#[N:20])[CH2:27][O:26][CH:25]([C:28]([O:30][C:31]([CH3:32])([CH3:33])[CH3:34])=[O:29])[CH2:24][CH2:23]2)[N:16]=1, predict the reactants needed to synthesize it. The reactants are: [CH2:1]([O:8][C:9]1[C:14]2[C:15]([NH2:18])=[N:16][NH:17][C:13]=2[CH:12]=[CH:11][N:10]=1)[C:2]1[CH:7]=[CH:6][CH:5]=[CH:4][CH:3]=1.[C:19]([CH:21]=[C:22]1[CH2:27][O:26][CH:25]([C:28]([O:30][C:31]([CH3:34])([CH3:33])[CH3:32])=[O:29])[CH2:24][CH2:23]1)#[N:20].C1CCN2C(=NCCC2)CC1. (4) The reactants are: N[C@H](C(O)=O)CCC(=[O:7])N.SCCO.CC1(C)S[C@@H]2[C@H](NC(CC3C=CC=CC=3)=O)C(=O)N2[C@H]1C([O-])=O.[K+].C[C@@H]1O[C@@H](O[C@H]2[C@H](O)[C@@H](O)[C@H](NC(N)=N)[C@@H](O)[C@@H]2NC(N)=N)[C@H]([O:63][C@@H:64]2[O:69][C@@H:68]([CH2:70][OH:71])[C@H:67]([OH:72])[C@@H:66]([OH:73])[C@@H:65]2NC)[C@@]1(O)C=O. Given the product [O:71]=[CH:70][C@@H:68]([C@H:67]([C@@H:66]([C@@H:65]([CH2:64][OH:63])[OH:7])[OH:73])[OH:72])[OH:69], predict the reactants needed to synthesize it. (5) Given the product [N:7]1[CH:2]=[CH:3][CH:4]=[N:12][C:6]=1[C:8]([NH:10][NH2:11])=[O:9], predict the reactants needed to synthesize it. The reactants are: F[C:2]1[N:7]=[C:6]([C:8]([NH:10][NH2:11])=[O:9])C=[CH:4][CH:3]=1.[N:12]1C=CC=NC=1C(O)=O.FC1N=C(C(O)=O)C=CC=1.